This data is from Full USPTO retrosynthesis dataset with 1.9M reactions from patents (1976-2016). The task is: Predict the reactants needed to synthesize the given product. (1) Given the product [F:20][C:21]1[CH:26]=[C:25]([C:15]2[CH:16]=[CH:17][C:12]([O:11][CH2:10][C:8]3[CH:9]=[C:5]([C:3]([OH:2])=[O:4])[O:6][C:7]=3[CH3:19])=[CH:13][CH:14]=2)[CH:24]=[CH:23][CH:22]=1, predict the reactants needed to synthesize it. The reactants are: C[O:2][C:3]([C:5]1[O:6][C:7]([CH3:19])=[C:8]([CH2:10][O:11][C:12]2[CH:17]=[CH:16][C:15](I)=[CH:14][CH:13]=2)[CH:9]=1)=[O:4].[F:20][C:21]1[CH:22]=[C:23](B(O)O)[CH:24]=[CH:25][CH:26]=1. (2) Given the product [Br:1][C:2]1[CH:3]=[N:4][CH:5]=[CH:6][C:7]=1[CH:8]1[CH2:12][CH2:11][CH2:10][CH2:9]1, predict the reactants needed to synthesize it. The reactants are: [Br:1][C:2]1[CH:3]=[N:4][CH:5]=[CH:6][C:7]=1[C:8]1[CH2:12][CH2:11][CH2:10][CH:9]=1.C(OCC)(=O)C. (3) Given the product [Cl:1][C:2]1[CH:3]=[CH:4][C:5]([CH2:6][NH:7][C:8](=[O:9])[NH:10][N:11]([CH2:13][C:14]([NH:19][C@@H:20]([CH2:44][C:45](=[O:46])[NH:47][C:48]([C:61]2[CH:62]=[CH:63][CH:64]=[CH:65][CH:66]=2)([C:49]2[CH:54]=[CH:53][CH:52]=[CH:51][CH:50]=2)[C:55]2[CH:56]=[CH:57][CH:58]=[CH:59][CH:60]=2)[C:21]([N:23]([C@@H:35]([CH3:43])[CH:36]([O:40][CH2:41][CH3:42])[O:37][CH2:38][CH3:39])[CH2:24][C:25]2[CH:26]=[CH:27][CH:28]=[C:29]3[C:34]=2[N:33]=[CH:32][CH:31]=[CH:30]3)=[O:22])=[O:16])[CH3:12])=[CH:17][CH:18]=1, predict the reactants needed to synthesize it. The reactants are: [Cl:1][C:2]1[CH:18]=[CH:17][C:5]([CH2:6][NH:7][C:8]([NH:10][N:11]([CH2:13][C:14]([OH:16])=O)[CH3:12])=[O:9])=[CH:4][CH:3]=1.[NH2:19][C@@H:20]([CH2:44][C:45]([NH:47][C:48]([C:61]1[CH:66]=[CH:65][CH:64]=[CH:63][CH:62]=1)([C:55]1[CH:60]=[CH:59][CH:58]=[CH:57][CH:56]=1)[C:49]1[CH:54]=[CH:53][CH:52]=[CH:51][CH:50]=1)=[O:46])[C:21]([N:23]([C@@H:35]([CH3:43])[CH:36]([O:40][CH2:41][CH3:42])[O:37][CH2:38][CH3:39])[CH2:24][C:25]1[CH:26]=[CH:27][CH:28]=[C:29]2[C:34]=1[N:33]=[CH:32][CH:31]=[CH:30]2)=[O:22]. (4) Given the product [N+:24]([C:21]1[CH:20]=[CH:19][C:18]([CH2:17][O:16][C:14]([NH:1][CH2:2][CH2:3][CH2:4][OH:5])=[O:15])=[CH:23][CH:22]=1)([O-:26])=[O:25], predict the reactants needed to synthesize it. The reactants are: [NH2:1][CH2:2][CH2:3][CH2:4][OH:5].C(N(CC)CC)C.Cl[C:14]([O:16][CH2:17][C:18]1[CH:23]=[CH:22][C:21]([N+:24]([O-:26])=[O:25])=[CH:20][CH:19]=1)=[O:15]. (5) Given the product [CH:28]1(/[CH:33]=[C:34](\[C:38]2[CH:43]=[CH:42][C:41]([S:44]([CH:47]3[CH2:48][CH2:49]3)(=[O:46])=[O:45])=[C:40]([CH:50]3[CH2:51][CH2:52]3)[CH:39]=2)/[C:35]([NH:65][C:62]2[CH:63]=[CH:64][N:60]([CH2:59][C@H:57]([OH:58])[CH2:56][OH:55])[N:61]=2)=[O:36])[CH2:29][CH2:30][CH2:31][CH2:32]1, predict the reactants needed to synthesize it. The reactants are: C1(P(C2C=CC=CC=2)C2C=CC=CC=2)C=CC=CC=1.BrN1C(=O)CCC1=O.[CH:28]1(/[CH:33]=[C:34](\[C:38]2[CH:43]=[CH:42][C:41]([S:44]([CH:47]3[CH2:49][CH2:48]3)(=[O:46])=[O:45])=[C:40]([CH:50]3[CH2:52][CH2:51]3)[CH:39]=2)/[C:35](O)=[O:36])[CH2:32][CH2:31][CH2:30][CH2:29]1.CC1(C)[O:58][C@@H:57]([CH2:59][N:60]2[CH:64]=[CH:63][C:62]([NH2:65])=[N:61]2)[CH2:56][O:55]1. (6) Given the product [NH:7]1[S:9](=[O:11])(=[O:10])[NH:8][C:1]2[CH:6]=[CH:5][CH:4]=[CH:3][C:2]1=2, predict the reactants needed to synthesize it. The reactants are: [C:1]1([NH2:8])[CH:6]=[CH:5][CH:4]=[CH:3][C:2]=1[NH2:7].[S:9](N)(N)(=[O:11])=[O:10]. (7) Given the product [CH3:1][C:2]1[CH2:7][CH2:6][CH2:5][C:4]([CH3:8])([CH3:9])[C:3]=1/[CH:10]=[CH:11]/[C:12](/[CH3:21])=[CH:13]/[CH:14]=[CH:15]/[C:16](/[CH3:20])=[CH:17]/[CH2:18][O:19][C:28]([CH3:29])=[O:22], predict the reactants needed to synthesize it. The reactants are: [CH3:1][C:2]1[CH2:7][CH2:6][CH2:5][C:4]([CH3:9])([CH3:8])[C:3]=1/[CH:10]=[CH:11]/[C:12](/[CH3:21])=[CH:13]/[CH:14]=[CH:15]/[C:16](/[CH3:20])=[CH:17]/[CH2:18][OH:19].[OH2:22].C(N([CH2:28][CH3:29])CC)C. (8) Given the product [CH3:1][N:2]1[C:10]2[C:5](=[CH:6][CH:7]=[CH:8][CH:9]=2)[C:4]([CH2:11][N:12]2[CH2:18][CH2:17][CH2:16][C:15]3([CH2:27][C:26](=[O:28])[C:25]4[C:20](=[CH:21][CH:22]=[C:23](/[CH:29]=[CH:30]/[C:31]([NH:33][OH:34])=[O:32])[CH:24]=4)[O:19]3)[CH2:14][CH2:13]2)=[CH:3]1, predict the reactants needed to synthesize it. The reactants are: [CH3:1][N:2]1[C:10]2[C:5](=[CH:6][CH:7]=[CH:8][CH:9]=2)[C:4]([CH2:11][N:12]2[CH2:18][CH2:17][CH2:16][C:15]3([CH2:27][C:26](=[O:28])[C:25]4[C:20](=[CH:21][CH:22]=[C:23](/[CH:29]=[CH:30]/[C:31]([NH:33][O:34]C5CCCCO5)=[O:32])[CH:24]=4)[O:19]3)[CH2:14][CH2:13]2)=[CH:3]1.Cl. (9) The reactants are: [N+:1]([C:4]1[CH:5]=[C:6]([NH:13][C:14](=[O:26])[C:15]2[CH:20]=[CH:19][C:18]([N:21]3[CH2:25][CH2:24][CH2:23][CH2:22]3)=[CH:17][CH:16]=2)[CH:7]=[CH:8][C:9]=1[N+:10]([O-])=O)([O-])=O.[N:27]1([C:33]([C:35]2[CH:42]=[CH:41][C:38]([CH:39]=O)=[CH:37][CH:36]=2)=[O:34])[CH2:32][CH2:31][O:30][CH2:29][CH2:28]1. Given the product [N:27]1([C:33]([C:35]2[CH:42]=[CH:41][C:38]([C:39]3[NH:10][C:9]4[CH:8]=[CH:7][C:6]([NH:13][C:14](=[O:26])[C:15]5[CH:20]=[CH:19][C:18]([N:21]6[CH2:25][CH2:24][CH2:23][CH2:22]6)=[CH:17][CH:16]=5)=[CH:5][C:4]=4[N:1]=3)=[CH:37][CH:36]=2)=[O:34])[CH2:32][CH2:31][O:30][CH2:29][CH2:28]1, predict the reactants needed to synthesize it.